From a dataset of Reaction yield outcomes from USPTO patents with 853,638 reactions. Predict the reaction yield, written as a fraction of the theoretical maximum amount of product (1.0 means a 100% yield; for example, 0.34 means a 34% yield). (1) The reactants are [Cl:1][C:2]1[N:7]=[CH:6][C:5]([CH2:8][N:9]2[C:13]3=[C:14]([N+:19]([O-:21])=[O:20])[CH2:15][CH2:16][C:17](=O)[N:12]3[CH2:11][CH2:10]2)=[CH:4][CH:3]=1.Cl.[NH2:23][OH:24].[OH-].[K+]. The catalyst is C(O)C. The product is [Cl:1][C:2]1[N:7]=[CH:6][C:5]([CH2:8][N:9]2[C:13]3=[C:14]([N+:19]([O-:21])=[O:20])[CH2:15][CH2:16]/[C:17](=[N:23]\[OH:24])/[N:12]3[CH2:11][CH2:10]2)=[CH:4][CH:3]=1. The yield is 0.650. (2) The reactants are [F:1][C:2]1[CH:3]=[CH:4][C:5]([N+:14]([O-])=O)=[C:6]([N:8]2[CH:12]=[C:11]([CH3:13])[N:10]=[CH:9]2)[CH:7]=1.C([O-])=O.[NH4+]. The catalyst is [Pd]. The product is [F:1][C:2]1[CH:3]=[CH:4][C:5]([NH2:14])=[C:6]([N:8]2[CH:12]=[C:11]([CH3:13])[N:10]=[CH:9]2)[CH:7]=1. The yield is 0.990.